From a dataset of Full USPTO retrosynthesis dataset with 1.9M reactions from patents (1976-2016). Predict the reactants needed to synthesize the given product. Given the product [CH:1]1[C:2]([CH2:10][C@@H:11]([NH2:28])[CH2:12][C:13]([N:15]2[CH2:27][C:19]3=[N:20][N:21]=[C:22]([C:23]([F:26])([F:25])[F:24])[N:18]3[CH2:17][CH2:16]2)=[O:14])=[C:3]([F:9])[CH:4]=[C:5]([F:8])[C:6]=1[F:7], predict the reactants needed to synthesize it. The reactants are: [CH:1]1[C:2]([CH2:10][C@@H:11]([NH2:28])[CH2:12][C:13]([N:15]2[CH2:27][C:19]3=[N:20][N:21]=[C:22]([C:23]([F:26])([F:25])[F:24])[N:18]3[CH2:17][CH2:16]2)=[O:14])=[C:3]([F:9])[CH:4]=[C:5]([F:8])[C:6]=1[F:7].O.OP(O)(O)=O.[OH-].[Na+].